Dataset: Forward reaction prediction with 1.9M reactions from USPTO patents (1976-2016). Task: Predict the product of the given reaction. (1) Given the reactants O[CH2:2][CH:3]([CH2:5]O)O.[CH3:7][C:8]1[CH:14]=[CH:13][C:11]([NH2:12])=[C:10]([N+:15]([O-:17])=[O:16])[CH:9]=1.S(=O)(=O)(O)O, predict the reaction product. The product is: [CH3:2][C:3]1[CH:5]=[C:13]2[C:11](=[C:10]([N+:15]([O-:17])=[O:16])[CH:9]=1)[N:12]=[CH:7][CH:8]=[CH:14]2. (2) Given the reactants [CH3:1][O:2][C:3]1[CH:4]=[C:5]2[C:10](=[CH:11][CH:12]=1)[C:9]([OH:13])=[CH:8][CH:7]=[CH:6]2.[Br:14][C:15]1[CH:16]=[CH:17][C:18]([I:23])=[C:19]([CH2:21]O)[CH:20]=1.C1(P(C2C=CC=CC=2)C2C=CC=CC=2)C=CC=CC=1.N(C(OC(C)C)=O)=NC(OC(C)C)=O, predict the reaction product. The product is: [Br:14][C:15]1[CH:16]=[CH:17][C:18]([I:23])=[C:19]([CH:20]=1)[CH2:21][O:13][C:9]1[C:10]2[C:5](=[CH:4][C:3]([O:2][CH3:1])=[CH:12][CH:11]=2)[CH:6]=[CH:7][CH:8]=1. (3) Given the reactants [I:1][C:2]1[CH:7]=[CH:6][C:5]([N:8]2[CH2:13][CH2:12][C:11]3[C:14]([C:28]([F:31])([F:30])[F:29])=[N:15][N:16]([C:17]4[CH:25]=[CH:24][C:23]([O:26][CH3:27])=[CH:22][C:18]=4[C:19](O)=[O:20])[C:10]=3[C:9]2=[O:32])=[CH:4][CH:3]=1.S(Cl)([Cl:35])=O, predict the reaction product. The product is: [I:1][C:2]1[CH:7]=[CH:6][C:5]([N:8]2[CH2:13][CH2:12][C:11]3[C:14]([C:28]([F:31])([F:30])[F:29])=[N:15][N:16]([C:17]4[CH:25]=[CH:24][C:23]([O:26][CH3:27])=[CH:22][C:18]=4[C:19]([Cl:35])=[O:20])[C:10]=3[C:9]2=[O:32])=[CH:4][CH:3]=1.